Dataset: HIV replication inhibition screening data with 41,000+ compounds from the AIDS Antiviral Screen. Task: Binary Classification. Given a drug SMILES string, predict its activity (active/inactive) in a high-throughput screening assay against a specified biological target. (1) The drug is CCC(C)[NH+]1c2cccc[n+]2[OH+][Cu-3]12[OH+][n+]1ccccc1[NH+]2C(C)CC. The result is 0 (inactive). (2) The molecule is O=C(NC(=Cc1ccc(C=C(NC(=O)c2ccccc2)c2nc3c(O)nc(S)nc3[nH]2)cc1)c1nc2c(O)nc(S)nc2[nH]1)c1ccccc1. The result is 0 (inactive). (3) The compound is Fc1nc(Sc2ncnc3[nH]cnc23)nc(-c2c3ccccc3c3sc4ccccc4n23)n1. The result is 0 (inactive). (4) The molecule is COC(=O)C1CC([Se]c2ccccc2)CN1C(=O)OCc1ccccc1. The result is 0 (inactive). (5) The drug is COc1ccc(C(O)C(=NN)c2nc3ccc(Cl)cc3nc2O)cc1. The result is 0 (inactive). (6) The compound is Cl.O=C(OCC1CCCN2CCCCC12)c1ccncc1. The result is 0 (inactive).